This data is from Reaction yield outcomes from USPTO patents with 853,638 reactions. The task is: Predict the reaction yield, written as a fraction of the theoretical maximum amount of product (1.0 means a 100% yield; for example, 0.34 means a 34% yield). (1) The reactants are S(=O)(=O)(O)O.[CH2:6]([N:8]1[C:12]2[N:13]=[N:14][CH:15]=[C:16]([C:17]3[CH:22]=[CH:21][C:20]([F:23])=[CH:19][CH:18]=3)[C:11]=2[N:10]=[CH:9]1)[CH3:7].[Br:24]N1C(C)(C)C(=O)N(Br)C1=O.S(=O)(O)[O-].[Na+].[OH-].[Na+]. The catalyst is CCOC(C)=O. The product is [Br:24][C:19]1[CH:18]=[C:17]([C:16]2[C:11]3[N:10]=[CH:9][N:8]([CH2:6][CH3:7])[C:12]=3[N:13]=[N:14][CH:15]=2)[CH:22]=[CH:21][C:20]=1[F:23]. The yield is 0.410. (2) The reactants are [OH:1][C:2]1[C:11]2[C:6](=[CH:7][CH:8]=[CH:9][CH:10]=2)[N:5]=[CH:4][C:3]=1[C:12]([OH:14])=O.CN(C(ON1N=NC2C=CC=CC1=2)=[N+](C)C)C.F[P-](F)(F)(F)(F)F.CCN(C(C)C)C(C)C.[CH3:48][C:49]1[CH:54]=[CH:53][C:52]([N+:55]([O-])=O)=[CH:51][C:50]=1[NH2:58].O.O.Cl[Sn]Cl.C([O-])(O)=O.[Na+]. The catalyst is C1COCC1. The product is [NH2:55][C:52]1[CH:53]=[CH:54][C:49]([CH3:48])=[C:50]([NH:58][C:12]([C:3]2[C:2](=[O:1])[C:11]3[C:6](=[CH:7][CH:8]=[CH:9][CH:10]=3)[NH:5][CH:4]=2)=[O:14])[CH:51]=1. The yield is 0.0800. (3) The reactants are [CH3:1][O:2][C:3](=[O:47])[C:4]1[CH:9]=[CH:8][C:7]([O:10][CH2:11][CH2:12][C:13]2[C:21]3[C:16](=[CH:17][CH:18]=[C:19]([Cl:22])[CH:20]=3)[N:15]([CH:23]([C:30]3[CH:35]=[CH:34][CH:33]=[CH:32][CH:31]=3)[C:24]3[CH:29]=[CH:28][CH:27]=[CH:26][CH:25]=3)[C:14]=2[CH2:36][CH2:37]OS(C)(=O)=O)=[CH:6][C:5]=1[O:43][CH:44]([CH3:46])[CH3:45].[N-:48]=[N+:49]=[N-:50].[Na+].O. The catalyst is CN(C=O)C. The product is [CH3:1][O:2][C:3](=[O:47])[C:4]1[CH:9]=[CH:8][C:7]([O:10][CH2:11][CH2:12][C:13]2[C:21]3[C:16](=[CH:17][CH:18]=[C:19]([Cl:22])[CH:20]=3)[N:15]([CH:23]([C:30]3[CH:31]=[CH:32][CH:33]=[CH:34][CH:35]=3)[C:24]3[CH:25]=[CH:26][CH:27]=[CH:28][CH:29]=3)[C:14]=2[CH2:36][CH2:37][N:48]=[N+:49]=[N-:50])=[CH:6][C:5]=1[O:43][CH:44]([CH3:46])[CH3:45]. The yield is 0.940. (4) The reactants are [Si:1]([O:8][CH2:9][C@@H:10]1[C:18]2[C:13](=[CH:14][CH:15]=[CH:16][CH:17]=2)[CH2:12][C@@H:11]1[OH:19])([C:4]([CH3:7])([CH3:6])[CH3:5])([CH3:3])[CH3:2].C(N(CC)CC)C.[CH3:27][S:28](Cl)(=[O:30])=[O:29]. The catalyst is C(Cl)Cl. The product is [CH3:27][S:28]([O:19][C@H:11]1[CH2:12][C:13]2[C:18](=[CH:17][CH:16]=[CH:15][CH:14]=2)[C@H:10]1[CH2:9][O:8][Si:1]([C:4]([CH3:7])([CH3:6])[CH3:5])([CH3:3])[CH3:2])(=[O:30])=[O:29]. The yield is 0.890. (5) The catalyst is CS(C)=O.CCOC(C)=O.C1C=CC(P(C2C=CC=CC=2)[C-]2C=CC=C2)=CC=1.C1C=CC(P(C2C=CC=CC=2)[C-]2C=CC=C2)=CC=1.Cl[Pd]Cl.[Fe+2]. The product is [Br:8][C:6]1[CH:5]=[C:4]([NH:9][C:10]2[N:15]=[C:14]([C:16]([F:19])([F:18])[F:17])[CH:13]=[CH:12][N:11]=2)[CH:3]=[C:2]([B:23]2[O:24][C:25]([CH3:27])([CH3:26])[C:21]([CH3:37])([CH3:20])[O:22]2)[CH:7]=1. The reactants are Br[C:2]1[CH:3]=[C:4]([NH:9][C:10]2[N:15]=[C:14]([C:16]([F:19])([F:18])[F:17])[CH:13]=[CH:12][N:11]=2)[CH:5]=[C:6]([Br:8])[CH:7]=1.[CH3:20][C:21]1([CH3:37])[C:25]([CH3:27])([CH3:26])[O:24][B:23]([B:23]2[O:24][C:25]([CH3:27])([CH3:26])[C:21]([CH3:37])([CH3:20])[O:22]2)[O:22]1.CC([O-])=O.[K+]. The yield is 0.340. (6) The reactants are [F:1][C:2]1([F:52])[CH2:7][CH2:6][CH:5]([C:8]2[C:17]3[C@@H:16]([OH:18])[CH2:15][C:14]([CH3:20])([CH3:19])[CH2:13][C:12]=3[N:11]=[C:10]([CH:21]3[CH2:26][CH2:25][N:24]([C:27]4[N:32]=[CH:31][C:30]([O:33][CH2:34][CH2:35][C:36]([OH:39])([CH3:38])[CH3:37])=[CH:29][N:28]=4)[CH2:23][CH2:22]3)[C:9]=2[C@@H:40]([F:51])[C:41]2[CH:46]=[CH:45][C:44]([C:47]([F:50])([F:49])[F:48])=[CH:43][CH:42]=2)[CH2:4][CH2:3]1.[BrH:53]. The catalyst is CC(C)=O. The product is [BrH:53].[F:52][C:2]1([F:1])[CH2:3][CH2:4][CH:5]([C:8]2[C:17]3[C@@H:16]([OH:18])[CH2:15][C:14]([CH3:19])([CH3:20])[CH2:13][C:12]=3[N:11]=[C:10]([CH:21]3[CH2:22][CH2:23][N:24]([C:27]4[N:32]=[CH:31][C:30]([O:33][CH2:34][CH2:35][C:36]([OH:39])([CH3:37])[CH3:38])=[CH:29][N:28]=4)[CH2:25][CH2:26]3)[C:9]=2[C@@H:40]([F:51])[C:41]2[CH:46]=[CH:45][C:44]([C:47]([F:48])([F:50])[F:49])=[CH:43][CH:42]=2)[CH2:6][CH2:7]1. The yield is 0.690.